From a dataset of Forward reaction prediction with 1.9M reactions from USPTO patents (1976-2016). Predict the product of the given reaction. (1) Given the reactants [Cl:1][C:2]1[N:7]=[C:6]2[C:8]([CH3:22])([CH3:21])[N:9](CC3C=CC(OC)=CC=3)[C:10](=[O:11])[C:5]2=[CH:4][CH:3]=1.O.CCOC(C)=O, predict the reaction product. The product is: [Cl:1][C:2]1[N:7]=[C:6]2[C:8]([CH3:22])([CH3:21])[NH:9][C:10](=[O:11])[C:5]2=[CH:4][CH:3]=1. (2) Given the reactants [CH3:1][O:2]C1C=CC2N=C(C3C=CC(N)=NC=3)SC=2C=1.[CH3:19][NH:20][C:21]1[N:26]=[CH:25][C:24]([C:27]2[S:28][C:29]3[CH:35]=[C:34](O)[CH:33]=[CH:32][C:30]=3[N:31]=2)=[CH:23][CH:22]=1, predict the reaction product. The product is: [CH3:1][O:2][C:33]1[CH:34]=[CH:35][C:29]2[S:28][C:27]([C:24]3[CH:23]=[CH:22][C:21]([NH:20][CH3:19])=[N:26][CH:25]=3)=[N:31][C:30]=2[CH:32]=1. (3) Given the reactants [BH4-].[Na+].C[O:4][C:5](=O)[CH:6]([N:18]1[CH2:23][CH2:22][N:21]([C:24]2[CH:29]=[CH:28][CH:27]=[C:26]([C:30]([F:33])([F:32])[F:31])[CH:25]=2)[CH:20]([CH3:34])[C:19]1=[O:35])[CH2:7][CH2:8][N:9]1[CH2:16][CH2:15][C:12]2([CH2:14][CH2:13]2)[C@H:11]([OH:17])[CH2:10]1, predict the reaction product. The product is: [OH:17][C@@H:11]1[CH2:10][N:9]([CH2:8][CH2:7][CH:6]([N:18]2[CH2:23][CH2:22][N:21]([C:24]3[CH:29]=[CH:28][CH:27]=[C:26]([C:30]([F:32])([F:33])[F:31])[CH:25]=3)[CH:20]([CH3:34])[C:19]2=[O:35])[CH2:5][OH:4])[CH2:16][CH2:15][C:12]21[CH2:13][CH2:14]2. (4) Given the reactants C[O:2][C:3](=[O:22])[C@@H:4]([N:7]1[CH2:11][C:10]([O:12][C:13]2[C:18]([F:19])=[CH:17][CH:16]=[CH:15][C:14]=2[F:20])=[CH:9][C:8]1=[O:21])[CH2:5][CH3:6].O.[OH-].[Li+].O, predict the reaction product. The product is: [F:20][C:14]1[CH:15]=[CH:16][CH:17]=[C:18]([F:19])[C:13]=1[O:12][C:10]1[CH2:11][N:7]([C@@H:4]([CH2:5][CH3:6])[C:3]([OH:22])=[O:2])[C:8](=[O:21])[CH:9]=1.